Dataset: Reaction yield outcomes from USPTO patents with 853,638 reactions. Task: Predict the reaction yield, written as a fraction of the theoretical maximum amount of product (1.0 means a 100% yield; for example, 0.34 means a 34% yield). (1) The reactants are [C:1]([C:3]1[CH:8]=[C:7]([CH2:9][CH2:10][C:11]([O:13][C:14]([CH3:17])([CH3:16])[CH3:15])=[O:12])[CH:6]=[C:5]([CH3:18])[N:4]=1)#[N:2].[C:19](OC)(=[O:27])[C:20]1[C:21](=[CH:23][CH:24]=[CH:25][CH:26]=1)[SH:22].C(N(CC)CC)C. The catalyst is C1(C)C=CC=CC=1. The product is [CH3:18][C:5]1[CH:6]=[C:7]([CH2:9][CH2:10][C:11]([O:13][C:14]([CH3:15])([CH3:17])[CH3:16])=[O:12])[CH:8]=[C:3]([C:1]2[S:22][C:21]3[CH:23]=[CH:24][CH:25]=[CH:26][C:20]=3[C:19](=[O:27])[N:2]=2)[N:4]=1. The yield is 0.660. (2) The reactants are [F:1][C:2]1[CH:23]=[CH:22][C:5]([O:6][C:7]2[CH:12]=[CH:11][C:10](B3OC(C)(C)C(C)(C)O3)=[CH:9][N:8]=2)=[CH:4][CH:3]=1.[NH2:24][C:25](=[O:39])[C@@H:26]([NH:28][C:29]1[N:34]=[C:33](Cl)[N:32]=[C:31]([C:36]([NH2:38])=[O:37])[CH:30]=1)[CH3:27].C([O-])([O-])=O.[Na+].[Na+]. The catalyst is COCCOC.CCO.O.Cl[Pd](Cl)([P](C1C=CC=CC=1)(C1C=CC=CC=1)C1C=CC=CC=1)[P](C1C=CC=CC=1)(C1C=CC=CC=1)C1C=CC=CC=1. The product is [NH2:24][C:25](=[O:39])[C@@H:26]([NH:28][C:29]1[N:34]=[C:33]([C:10]2[CH:9]=[N:8][C:7]([O:6][C:5]3[CH:4]=[CH:3][C:2]([F:1])=[CH:23][CH:22]=3)=[CH:12][CH:11]=2)[N:32]=[C:31]([C:36]([NH2:38])=[O:37])[CH:30]=1)[CH3:27]. The yield is 0.500. (3) The reactants are [BH4-].[Na+].[CH3:3][N:4]1[C:8]([CH2:9][C:10]([C:12]2[S:13][CH:14]=[CH:15][N:16]=2)=[O:11])=[CH:7][N:6]=[CH:5]1. The catalyst is CO. The product is [CH3:3][N:4]1[C:8]([CH2:9][CH:10]([C:12]2[S:13][CH:14]=[CH:15][N:16]=2)[OH:11])=[CH:7][N:6]=[CH:5]1. The yield is 0.950.